This data is from Full USPTO retrosynthesis dataset with 1.9M reactions from patents (1976-2016). The task is: Predict the reactants needed to synthesize the given product. (1) Given the product [Cl:15][C:16]1[CH:23]=[CH:22][CH:21]=[CH:20][C:17]=1[CH2:18][O:1][C:2]1[CH:3]=[CH:4][C:5]([CH3:8])=[N:6][CH:7]=1, predict the reactants needed to synthesize it. The reactants are: [OH:1][C:2]1[CH:3]=[CH:4][C:5]([CH3:8])=[N:6][CH:7]=1.C([O-])([O-])=O.[K+].[K+].[Cl:15][C:16]1[CH:23]=[CH:22][CH:21]=[CH:20][C:17]=1[CH2:18]Cl. (2) Given the product [Br:1][C:2]1[CH:3]=[N:4][N:5]2[C:10]([N:11]([CH2:19][CH:20]3[CH2:25][CH2:24][O:23][CH2:22][CH2:21]3)[C:12](=[O:18])[O:13][C:14]([CH3:17])([CH3:16])[CH3:15])=[CH:9][C:8]([O:33][C:27]3[CH:32]=[CH:31][CH:30]=[CH:29][CH:28]=3)=[N:7][C:6]=12, predict the reactants needed to synthesize it. The reactants are: [Br:1][C:2]1[CH:3]=[N:4][N:5]2[C:10]([N:11]([CH2:19][CH:20]3[CH2:25][CH2:24][O:23][CH2:22][CH2:21]3)[C:12](=[O:18])[O:13][C:14]([CH3:17])([CH3:16])[CH3:15])=[CH:9][C:8](Cl)=[N:7][C:6]=12.[C:27]1([OH:33])[CH:32]=[CH:31][CH:30]=[CH:29][CH:28]=1.C([O-])([O-])=O.[K+].[K+]. (3) Given the product [Cl:3][N:6]1[C:13](=[O:14])[CH:12]=[CH:10][NH:9][C:7]1=[O:8], predict the reactants needed to synthesize it. The reactants are: P(Cl)(Cl)([Cl:3])=O.[NH:6]1[C:13](=[O:14])[CH2:12][C:10](=O)[NH:9][C:7]1=[O:8]. (4) Given the product [Cl:32][C:33]1[CH:38]=[CH:37][C:36]([C:2]2[C:3]3[CH:14]=[C:13]([C:15]4[CH:20]=[CH:19][CH:18]=[CH:17][CH:16]=4)[CH:12]=[CH:11][C:4]=3[N:5]([CH3:10])[C:6](=[O:9])[CH2:7][N:8]=2)=[CH:35][CH:34]=1, predict the reactants needed to synthesize it. The reactants are: Cl[C:2]1[C:3]2[CH:14]=[C:13]([C:15]3[CH:20]=[CH:19][CH:18]=[CH:17][CH:16]=3)[CH:12]=[CH:11][C:4]=2[N:5]([CH3:10])[C:6](=[O:9])[CH2:7][N:8]=1.C(C1C=C(B(O)O)C=CC=1)=O.[Cl:32][C:33]1[CH:38]=[CH:37][C:36](B(O)O)=[CH:35][CH:34]=1. (5) The reactants are: [C:1]([C:5]1[CH:23]=[C:8]2[N:9]=[C:10]([CH3:22])[C:11]([CH:14]([CH2:19][CH2:20][CH3:21])[C:15]([O:17][CH3:18])=[O:16])=[C:12](Cl)[N:7]2[N:6]=1)([CH3:4])([CH3:3])[CH3:2].[F:24][C:25]1[CH:30]=[C:29]([O:31][CH3:32])[CH:28]=[CH:27][C:26]=1B(O)O.C(N(C(C)C)CC)(C)C. Given the product [C:1]([C:5]1[CH:23]=[C:8]2[N:9]=[C:10]([CH3:22])[C:11]([CH:14]([CH2:19][CH2:20][CH3:21])[C:15]([O:17][CH3:18])=[O:16])=[C:12]([C:26]3[CH:27]=[CH:28][C:29]([O:31][CH3:32])=[CH:30][C:25]=3[F:24])[N:7]2[N:6]=1)([CH3:4])([CH3:3])[CH3:2], predict the reactants needed to synthesize it. (6) The reactants are: [P:1](=[O:5])([OH:4])([OH:3])[OH:2].C(N(CCCC)CCCC)CCC.[Cl:19][C:20]1[CH:45]=[CH:44][C:23]([C:24]([C@@:26]2([OH:43])[C@@H:30]([CH2:31][O:32][C:33](=[O:41])[C:34]3[CH:39]=[CH:38][C:37]([Cl:40])=[CH:36][CH:35]=3)[O:29][C@H:28](Cl)[CH2:27]2)=[O:25])=[CH:22][CH:21]=1. Given the product [P:1]([O:4][C@H:28]1[O:29][C@H:30]([CH2:31][O:32][C:33](=[O:41])[C:34]2[CH:35]=[CH:36][C:37]([Cl:40])=[CH:38][CH:39]=2)[C@@:26]([C:24](=[O:25])[C:23]2[CH:44]=[CH:45][C:20]([Cl:19])=[CH:21][CH:22]=2)([OH:43])[CH2:27]1)([OH:3])([OH:2])=[O:5], predict the reactants needed to synthesize it. (7) Given the product [CH:24]1([CH2:29][C@@H:28]2[NH:27][C:33](=[O:35])[C@H:28]([CH2:29][CH:30]([CH3:31])[CH3:32])[NH:27][CH2:33]2)[CH2:25][CH2:26]1, predict the reactants needed to synthesize it. The reactants are: C(N([CH:24]1[CH2:26][CH2:25]1)[C@H](C(O)=O)C)(OCC1C2C(=CC=CC=2)C2C1=CC=CC=2)=O.[NH2:27][C@H:28]([C:33]([OH:35])=O)[CH2:29][CH:30]([CH3:32])[CH3:31].